This data is from Reaction yield outcomes from USPTO patents with 853,638 reactions. The task is: Predict the reaction yield, written as a fraction of the theoretical maximum amount of product (1.0 means a 100% yield; for example, 0.34 means a 34% yield). (1) The reactants are [CH2:1]([O:5][C:6]1[CH:16]=[CH:15][C:9]([O:10][CH2:11][C:12](O)=O)=[CH:8][CH:7]=1)[CH2:2][CH2:3][CH3:4].[C:17]1([NH:23][C:24](=[S:27])[NH:25][NH2:26])[CH:22]=[CH:21][CH:20]=[CH:19][CH:18]=1. No catalyst specified. The product is [CH2:1]([O:5][C:6]1[CH:7]=[CH:8][C:9]([O:10][CH2:11][C:12]2[N:23]([C:17]3[CH:18]=[CH:19][CH:20]=[CH:21][CH:22]=3)[C:24](=[S:27])[NH:25][N:26]=2)=[CH:15][CH:16]=1)[CH2:2][CH2:3][CH3:4]. The yield is 0.470. (2) The reactants are [C:1]([C:5]1[CH:10]=[CH:9][C:8]([C:11]2[N:15]([CH3:16])[N:14]=[C:13]([C:17](=O)[CH3:18])[C:12]=2[OH:20])=[CH:7][CH:6]=1)([CH3:4])([CH3:3])[CH3:2].[NH:21]([C:23]([C:25]1[S:29][C:28]([C:30]([O:32][CH3:33])=[O:31])=[CH:27][CH:26]=1)=[O:24])[NH2:22]. The catalyst is CN(C)C=O. The product is [C:1]([C:5]1[CH:10]=[CH:9][C:8]([C:11]2[N:15]([CH3:16])[N:14]=[C:13]([C:17](=[N:22][NH:21][C:23]([C:25]3[S:29][C:28]([C:30]([O:32][CH3:33])=[O:31])=[CH:27][CH:26]=3)=[O:24])[CH3:18])[C:12]=2[OH:20])=[CH:7][CH:6]=1)([CH3:4])([CH3:3])[CH3:2]. The yield is 0.310. (3) The reactants are [CH3:1]/[CH:2]=[CH:3]/[CH:4]=[O:5].[CH3:6][C:7]([CH:9]=[CH:10]C)=[CH2:8].C=O.O.N1CC[CH2:17][CH2:16]1.C(O)(=O)CC. The catalyst is C([O-])(O)=O.[Na+]. The product is [CH3:1][CH:2]1[CH:8]=[C:7]([CH3:6])[CH2:9][CH2:10][C:3]1([CH:16]=[CH2:17])[CH:4]=[O:5]. The yield is 0.500. (4) The reactants are [Cl:1][CH2:2][CH2:3][CH2:4][C:5]([C:7]1[CH:12]=[CH:11][CH:10]=[CH:9][CH:8]=1)=[O:6].[CH2:13](O)[CH2:14][OH:15]. The catalyst is C1(C)C=CC(S(O)(=O)=O)=CC=1.C1C=CC=CC=1. The product is [Cl:1][CH2:2][CH2:3][CH2:4][C:5]1([C:7]2[CH:12]=[CH:11][CH:10]=[CH:9][CH:8]=2)[O:15][CH2:14][CH2:13][O:6]1. The yield is 0.610.